This data is from Catalyst prediction with 721,799 reactions and 888 catalyst types from USPTO. The task is: Predict which catalyst facilitates the given reaction. (1) Reactant: C([N:4]1[C:12]2[C:7](=[CH:8][CH:9]=[CH:10][CH:11]=2)[C:6](=[C:13](Cl)[C:14]2[CH:19]=[CH:18][C:17]([Cl:20])=[CH:16][CH:15]=2)[C:5]1=[O:22])(=O)C.[CH3:23][N:24]([CH2:26][C:27]1[CH:33]=[CH:32][C:30]([NH2:31])=[CH:29][CH:28]=1)[CH3:25].[OH-].[Na+]. The catalyst class is: 121. Product: [CH3:25][N:24]([CH2:26][C:27]1[CH:28]=[CH:29][C:30]([NH:31]/[C:13](=[C:6]2\[C:5](=[O:22])[NH:4][C:12]3[C:7]\2=[CH:8][CH:9]=[CH:10][CH:11]=3)/[C:14]2[CH:15]=[CH:16][C:17]([Cl:20])=[CH:18][CH:19]=2)=[CH:32][CH:33]=1)[CH3:23]. (2) Reactant: [Cl:1][C:2]1[CH:3]=[CH:4][C:5]2[N:11]3[CH:12]=[CH:13][CH:14]=[C:10]3[C@@H:9]([CH2:15][CH2:16][C:17]([N:19]3[CH2:24][CH2:23][CH:22]([O:25][CH2:26][C:27]([O:29]C)=[O:28])[CH2:21][CH2:20]3)=[O:18])[O:8][C@H:7]([C:31]3[CH:36]=[CH:35][CH:34]=[C:33]([O:37][CH3:38])[C:32]=3[O:39][CH3:40])[C:6]=2[CH:41]=1. Product: [Cl:1][C:2]1[CH:3]=[CH:4][C:5]2[N:11]3[CH:12]=[CH:13][CH:14]=[C:10]3[C@@H:9]([CH2:15][CH2:16][C:17]([N:19]3[CH2:24][CH2:23][CH:22]([O:25][CH2:26][C:27]([OH:29])=[O:28])[CH2:21][CH2:20]3)=[O:18])[O:8][C@H:7]([C:31]3[CH:36]=[CH:35][CH:34]=[C:33]([O:37][CH3:38])[C:32]=3[O:39][CH3:40])[C:6]=2[CH:41]=1. The catalyst class is: 5. (3) Reactant: C([NH:8][C@H:9]1[C@H:18]([OH:19])[CH2:17][CH2:16][C:11]2([O:15][CH2:14][CH2:13][O:12]2)[CH2:10]1)C1C=CC=CC=1.[H][H]. Product: [NH2:8][C@H:9]1[C@H:18]([OH:19])[CH2:17][CH2:16][C:11]2([O:12][CH2:13][CH2:14][O:15]2)[CH2:10]1. The catalyst class is: 19. (4) Reactant: [Cl:1][C:2]1[CH:3]=[C:4]([C:8]2[CH:9]=[CH:10][C:11]3[C:17](=[O:18])[CH2:16][CH2:15][CH2:14][N:13](C(OC(C)(C)C)=O)[C:12]=3[N:26]=2)[CH:5]=[CH:6][CH:7]=1. Product: [Cl:1][C:2]1[CH:3]=[C:4]([C:8]2[CH:9]=[CH:10][C:11]3[C:17](=[O:18])[CH2:16][CH2:15][CH2:14][NH:13][C:12]=3[N:26]=2)[CH:5]=[CH:6][CH:7]=1. The catalyst class is: 209. (5) Reactant: C(OC([N:8]1[CH2:13][CH2:12][CH2:11][C@H:10]([C:14](=[O:43])[NH:15][C@H:16]([C:32]([C:34]2[S:35][C:36]3[CH:42]=[CH:41][CH:40]=[CH:39][C:37]=3[N:38]=2)=[O:33])[CH2:17][CH2:18][CH2:19][CH2:20][NH:21][C:22]([O:24][CH2:25][C:26]2[CH:31]=[CH:30][CH:29]=[CH:28][CH:27]=2)=[O:23])[CH2:9]1)=O)(C)(C)C.[ClH:44].CC(=O)OCC. Product: [ClH:44].[CH2:25]([O:24][C:22](=[O:23])[NH:21][CH2:20][CH2:19][CH2:18][CH2:17][C@H:16]([NH:15][C:14]([C@H:10]1[CH2:11][CH2:12][CH2:13][NH:8][CH2:9]1)=[O:43])[C:32]([C:34]1[S:35][C:36]2[CH:42]=[CH:41][CH:40]=[CH:39][C:37]=2[N:38]=1)=[O:33])[C:26]1[CH:27]=[CH:28][CH:29]=[CH:30][CH:31]=1. The catalyst class is: 425. (6) Reactant: C(OC([N:11]1[CH2:16][CH2:15][CH:14]([CH:17]2[O:21][CH2:20][CH2:19][O:18]2)[CH2:13][CH2:12]1)=O)C1C=CC=CC=1. Product: [O:18]1[CH2:19][CH2:20][O:21][CH:17]1[CH:14]1[CH2:15][CH2:16][NH:11][CH2:12][CH2:13]1. The catalyst class is: 19. (7) Reactant: [NH2:1][C:2]1[N:7]=[C:6](Cl)[C:5]([C:9]#[N:10])=[C:4]([C:11]2[CH:16]=[CH:15][CH:14]=[CH:13][CH:12]=2)[N:3]=1.[CH3:17][C@H:18]1[CH2:26][C:25]2[C:20](=[CH:21][C:22](C)=[CH:23][CH:24]=2)[C@@H:19]1[NH2:28].C(=O)([O-])[O-].[K+].[K+]. Product: [NH2:1][C:2]1[N:3]=[C:4]([C:11]2[CH:16]=[CH:15][CH:14]=[CH:13][CH:12]=2)[C:5]([C:9]#[N:10])=[C:6]([NH:28][C@H:19]2[C:20]3[C:25](=[CH:24][CH:23]=[CH:22][CH:21]=3)[CH2:26][CH2:18][CH2:17]2)[N:7]=1. The catalyst class is: 60. (8) Reactant: [NH2:1][C:2]1[CH:3]=[C:4]([CH2:8][CH2:9][C:10]2[CH:15]=[CH:14][N:13]=[C:12]([NH:16][C:17](=[O:23])[O:18][C:19]([CH3:22])([CH3:21])[CH3:20])[CH:11]=2)[CH:5]=[CH:6][CH:7]=1.[Cl:24][C:25]1[N:30]=[C:29](Cl)[C:28]([Cl:32])=[CH:27][N:26]=1.C(=O)([O-])[O-].[K+].[K+]. Product: [Cl:24][C:25]1[N:30]=[C:29]([NH:1][C:2]2[CH:3]=[C:4]([CH2:8][CH2:9][C:10]3[CH:15]=[CH:14][N:13]=[C:12]([NH:16][C:17](=[O:23])[O:18][C:19]([CH3:20])([CH3:22])[CH3:21])[CH:11]=3)[CH:5]=[CH:6][CH:7]=2)[C:28]([Cl:32])=[CH:27][N:26]=1. The catalyst class is: 9. (9) Reactant: C(OC([N:8]1[CH2:13][CH2:12][CH:11]([N:14]2[CH:18]=[C:17]([C:19]3[CH:24]=[CH:23][N:22]=[C:21]([NH:25][C:26]([CH3:29])([CH3:28])[CH3:27])[CH:20]=3)[C:16]([C:30]3[CH:35]=[CH:34][CH:33]=[C:32]([N:36]([S:40]([C:43]4[CH:48]=[C:47]([F:49])[CH:46]=[CH:45][C:44]=4[F:50])(=[O:42])=[O:41])[CH2:37][O:38][CH3:39])[C:31]=3[F:51])=[N:15]2)[CH2:10][CH2:9]1)=O)(C)(C)C.Cl. Product: [C:26]([NH:25][C:21]1[CH:20]=[C:19]([C:17]2[C:16]([C:30]3[C:31]([F:51])=[C:32]([N:36]([CH2:37][O:38][CH3:39])[S:40]([C:43]4[CH:48]=[C:47]([F:49])[CH:46]=[CH:45][C:44]=4[F:50])(=[O:42])=[O:41])[CH:33]=[CH:34][CH:35]=3)=[N:15][N:14]([CH:11]3[CH2:10][CH2:9][NH:8][CH2:13][CH2:12]3)[CH:18]=2)[CH:24]=[CH:23][N:22]=1)([CH3:29])([CH3:28])[CH3:27]. The catalyst class is: 12. (10) Reactant: [C:1]([NH:8][C:9]1[CH:10]=[C:11]([CH:15]=[CH:16][CH:17]=1)[C:12]([OH:14])=O)([O:3][C:4]([CH3:7])([CH3:6])[CH3:5])=[O:2].CN(C(ON1N=NC2C=CC=NC1=2)=[N+](C)C)C.F[P-](F)(F)(F)(F)F.[NH2:42][C:43]1[CH:52]=[CH:51][C:50]2[C:45](=[CH:46][CH:47]=[CH:48][CH:49]=2)[N:44]=1.C(N(CC)C(C)C)(C)C. Product: [C:4]([O:3][C:1](=[O:2])[NH:8][C:9]1[CH:17]=[CH:16][CH:15]=[C:11]([C:12](=[O:14])[NH:42][C:43]2[CH:52]=[CH:51][C:50]3[C:45](=[CH:46][CH:47]=[CH:48][CH:49]=3)[N:44]=2)[CH:10]=1)([CH3:5])([CH3:6])[CH3:7]. The catalyst class is: 2.